Dataset: Forward reaction prediction with 1.9M reactions from USPTO patents (1976-2016). Task: Predict the product of the given reaction. (1) Given the reactants [OH:1][CH2:2][CH2:3][CH2:4][CH2:5][N:6]1[C:11]2[CH:12]=[C:13]([C:17]([N:19]([CH:33]([CH3:35])[CH3:34])[C@@H:20]3[CH2:25][CH2:24][CH2:23][N:22]([C:26]([O:28][C:29]([CH3:32])([CH3:31])[CH3:30])=[O:27])[CH2:21]3)=[O:18])[C:14]([CH3:16])=[CH:15][C:10]=2[O:9][C:8]([CH3:37])([CH3:36])[C:7]1=[O:38].[H-].[Na+].CN(C)C=O.Br[CH:47]1[CH2:49][CH2:48]1, predict the reaction product. The product is: [CH:47]1([O:1][CH2:2][CH2:3][CH2:4][CH2:5][N:6]2[C:11]3[CH:12]=[C:13]([C:17]([N:19]([CH:33]([CH3:34])[CH3:35])[C@@H:20]4[CH2:25][CH2:24][CH2:23][N:22]([C:26]([O:28][C:29]([CH3:30])([CH3:31])[CH3:32])=[O:27])[CH2:21]4)=[O:18])[C:14]([CH3:16])=[CH:15][C:10]=3[O:9][C:8]([CH3:36])([CH3:37])[C:7]2=[O:38])[CH2:49][CH2:48]1. (2) Given the reactants [CH3:1][N:2]([CH3:11])[C:3]1[CH:8]=[C:7]([CH3:9])[CH:6]=[C:5]([CH3:10])[CH:4]=1.FC(F)(F)S(O[C:18]1[CH:23]=[CH:22]C=[CH:20][C:19]=1[Si](C)(C)C)(=O)=O.[F-].[K+].C1OCCOCCOCCOCCOCCOC1, predict the reaction product. The product is: [CH3:1][N:2]([C:11]1[CH:22]=[CH:23][CH:18]=[CH:19][CH:20]=1)[C:3]1[CH:4]=[C:5]([CH3:10])[CH:6]=[C:7]([CH3:9])[CH:8]=1. (3) Given the reactants [F:1][C:2]1[CH:3]=[C:4]([CH:13]=[CH:14][CH:15]=1)[CH2:5][NH:6][C:7](=[O:12])[C:8]([F:11])([F:10])[F:9].[H-].[Na+].I[CH3:19].O, predict the reaction product. The product is: [F:1][C:2]1[CH:3]=[C:4]([CH:13]=[CH:14][CH:15]=1)[CH2:5][N:6]([CH3:19])[C:7](=[O:12])[C:8]([F:10])([F:11])[F:9]. (4) Given the reactants [C:1]1([C:7]2[C:8](=[O:14])[NH:9][C:10](=[O:13])[NH:11][N:12]=2)[CH:6]=[CH:5][CH:4]=[CH:3][CH:2]=1.[C:15](OC(=O)C)(=[O:17])[CH3:16], predict the reaction product. The product is: [C:15]([N:11]1[C:10](=[O:13])[NH:9][C:8](=[O:14])[C:7]([C:1]2[CH:2]=[CH:3][CH:4]=[CH:5][CH:6]=2)=[N:12]1)(=[O:17])[CH3:16]. (5) The product is: [Br:15][C:10]1[CH:9]=[CH:8][C:7]2[N:6]([C:16]3[CH:21]=[CH:20][C:19]([CH3:22])=[CH:18][CH:17]=3)[C:5]3[C:13]([C:12]=2[CH:11]=1)=[CH:14][C:2]([C:23]1[CH:28]=[CH:27][CH:26]=[CH:25][CH:24]=1)=[CH:3][CH:4]=3. Given the reactants Br[C:2]1[CH:3]=[CH:4][C:5]2[N:6]([C:16]3[CH:21]=[CH:20][C:19]([CH3:22])=[CH:18][CH:17]=3)[C:7]3[C:12]([C:13]=2[CH:14]=1)=[CH:11][C:10]([Br:15])=[CH:9][CH:8]=3.[C:23]1(B(O)O)[CH:28]=[CH:27][CH:26]=[CH:25][CH:24]=1.C1(C)C=CC=CC=1, predict the reaction product.